From a dataset of Full USPTO retrosynthesis dataset with 1.9M reactions from patents (1976-2016). Predict the reactants needed to synthesize the given product. (1) Given the product [F:1][C:2]1([F:19])[CH2:3][C:4]([C:6]2[CH:11]=[CH:10][CH:9]=[C:8]([O:12][C:13]([F:14])([F:15])[F:16])[CH:7]=2)([CH:17]=[O:18])[CH2:5]1, predict the reactants needed to synthesize it. The reactants are: [F:1][C:2]1([F:19])[CH2:5][C:4]([CH2:17][OH:18])([C:6]2[CH:11]=[CH:10][CH:9]=[C:8]([O:12][C:13]([F:16])([F:15])[F:14])[CH:7]=2)[CH2:3]1.C(=O)(O)[O-].[Na+].CC(OI1(OC(C)=O)(OC(C)=O)OC(=O)C2C=CC=CC1=2)=O. (2) The reactants are: [C:1]([S:20][CH2:21][CH2:22][CH2:23][C:24](O)=[O:25])([C:14]1[CH:19]=[CH:18][CH:17]=[CH:16][CH:15]=1)([C:8]1[CH:13]=[CH:12][CH:11]=[CH:10][CH:9]=1)[C:2]1[CH:7]=[CH:6][CH:5]=[CH:4][CH:3]=1.Cl.[CH3:28][NH:29][O:30][CH3:31].C(N(CC)C(C)C)(C)C.F[P-](F)(F)(F)(F)F.N1(OC(N(C)C)=[N+](C)C)C2C=CC=CC=2N=N1. Given the product [CH3:31][O:30][N:29]([CH3:28])[C:24](=[O:25])[CH2:23][CH2:22][CH2:21][S:20][C:1]([C:2]1[CH:7]=[CH:6][CH:5]=[CH:4][CH:3]=1)([C:14]1[CH:15]=[CH:16][CH:17]=[CH:18][CH:19]=1)[C:8]1[CH:9]=[CH:10][CH:11]=[CH:12][CH:13]=1, predict the reactants needed to synthesize it. (3) Given the product [CH3:1][O:2][C:3]1[CH:4]=[CH:5][C:6]([NH:9][C:10]2[C:11]([NH2:16])=[CH:12][CH:13]=[CH:14][CH:15]=2)=[CH:7][CH:8]=1, predict the reactants needed to synthesize it. The reactants are: [CH3:1][O:2][C:3]1[CH:8]=[CH:7][C:6]([NH:9][C:10]2[CH:15]=[CH:14][CH:13]=[CH:12][C:11]=2[N+:16]([O-])=O)=[CH:5][CH:4]=1.